From a dataset of Full USPTO retrosynthesis dataset with 1.9M reactions from patents (1976-2016). Predict the reactants needed to synthesize the given product. (1) The reactants are: [C:1]([C:3]1[C:11]2[CH2:10][CH2:9][NH:8][CH2:7][C:6]=2[S:5][C:4]=1[NH:12][C:13](=[O:22])[CH:14]=[CH:15][C:16]1[CH:21]=[CH:20][CH:19]=[CH:18][CH:17]=1)#[N:2].C(C1C2CCNCC=2SC=1N[C:35](=[O:44])[CH:36]=CC1C=NC=CC=1)#N.ClC(OCC)=S. Given the product [C:35]([N:8]1[CH2:9][CH2:10][C:11]2[C:3]([C:1]#[N:2])=[C:4]([NH:12][C:13](=[O:22])/[CH:14]=[CH:15]/[C:16]3[CH:21]=[CH:20][CH:19]=[CH:18][CH:17]=3)[S:5][C:6]=2[CH2:7]1)(=[O:44])[CH3:36], predict the reactants needed to synthesize it. (2) Given the product [F:1][C:2]1[CH:9]=[C:8]([O:10][CH3:11])[C:7]([F:12])=[CH:6][C:3]=1[CH:4]=[O:5], predict the reactants needed to synthesize it. The reactants are: [F:1][C:2]1[CH:9]=[C:8]([O:10][CH3:11])[C:7]([F:12])=[CH:6][C:3]=1[CH2:4][OH:5]. (3) Given the product [CH3:1][C@H:2]1[CH2:7][CH2:8][N:12]([CH2:13][CH2:14][OH:15])[CH2:3]1, predict the reactants needed to synthesize it. The reactants are: [CH3:1][C@@H:2]([CH2:7][C:8](OC)=O)[C:3](OC)=O.[NH2:12][CH2:13][CH2:14][OH:15].